From a dataset of Retrosynthesis with 50K atom-mapped reactions and 10 reaction types from USPTO. Predict the reactants needed to synthesize the given product. (1) Given the product NCc1ccc(OCc2ccccc2)cc1, predict the reactants needed to synthesize it. The reactants are: O=C1c2ccccc2C(=O)N1Cc1ccc(OCc2ccccc2)cc1. (2) Given the product OCc1ccc2cccc(-c3cccc4ccccc34)c2n1, predict the reactants needed to synthesize it. The reactants are: COC(=O)c1ccc2cccc(-c3cccc4ccccc34)c2n1. (3) The reactants are: O=[N+]([O-])c1c[nH]nc1-n1cccn1. Given the product Nc1c[nH]nc1-n1cccn1, predict the reactants needed to synthesize it. (4) Given the product O=C(O)CCC(O)c1ccc(-c2ccc(F)c(F)c2)cc1, predict the reactants needed to synthesize it. The reactants are: O=C(O)/C=C/C(O)c1ccc(-c2ccc(F)c(F)c2)cc1. (5) Given the product Cc1cccc(NC(=O)Nc2ccc(-c3csc4c(C#CCCO)cnc(N)c34)cc2)c1, predict the reactants needed to synthesize it. The reactants are: C#CCCO.Cc1cccc(NC(=O)Nc2ccc(-c3csc4c(I)cnc(N)c34)cc2)c1. (6) Given the product Nc1ncc(-c2nc(N3CCOCC3)c3sc(C4(O)CCN(Cc5ccccn5)CC4)cc3n2)cn1, predict the reactants needed to synthesize it. The reactants are: CC1(C)OB(c2cnc(N)nc2)OC1(C)C.OC1(c2cc3nc(Cl)nc(N4CCOCC4)c3s2)CCN(Cc2ccccn2)CC1. (7) Given the product O=C(N[C@@H]1CCN(C(=O)CBr)C1)c1ccc(Cl)s1, predict the reactants needed to synthesize it. The reactants are: O=C(Br)CBr.O=C(N[C@@H]1CCNC1)c1ccc(Cl)s1. (8) Given the product COC[C@H]1CN(C(=O)OC(C)(C)C)[C@H](C)CN1CC(=O)N1CC(C)(C)c2cnc(C3CCCCC3)cc21, predict the reactants needed to synthesize it. The reactants are: COC[C@H]1CN(C(=O)OC(C)(C)C)[C@H](C)CN1CC(=O)N1CC(C)(C)c2cnc(C3=CCCCC3)cc21. (9) Given the product CC(=O)c1ccc(O)c(Cl)c1Cl, predict the reactants needed to synthesize it. The reactants are: COc1ccc(C(C)=O)c(Cl)c1Cl. (10) The reactants are: CC(C)N(C(=O)CBr)c1ccccc1.Nc1ccccc1N. Given the product CC(C)N(C(=O)CNc1ccccc1N)c1ccccc1, predict the reactants needed to synthesize it.